Task: Predict the product of the given reaction.. Dataset: Forward reaction prediction with 1.9M reactions from USPTO patents (1976-2016) (1) The product is: [I:1][C:2]1[CH:7]=[CH:6][N:5]=[C:4]2[N:8]([C:13]([C:14]3[CH:19]=[CH:18][CH:17]=[CH:16][CH:15]=3)([C:26]3[CH:27]=[CH:28][CH:29]=[CH:30][CH:31]=3)[C:20]3[CH:21]=[CH:22][CH:23]=[CH:24][CH:25]=3)[N:9]=[CH:10][C:3]=12. Given the reactants [I:1][C:2]1[CH:7]=[CH:6][N:5]=[C:4]2[NH:8][N:9]=[CH:10][C:3]=12.[H-].[Na+].[C:13](Cl)([C:26]1[CH:31]=[CH:30][CH:29]=[CH:28][CH:27]=1)([C:20]1[CH:25]=[CH:24][CH:23]=[CH:22][CH:21]=1)[C:14]1[CH:19]=[CH:18][CH:17]=[CH:16][CH:15]=1, predict the reaction product. (2) The product is: [C:1]([O:5][C:6]([NH:7][C:8]1[CH:9]=[CH:10][C:11]([CH2:14][CH2:15][C:16]2[N:17]=[C:18]([NH:32][C:35](=[O:36])[O:37][CH2:38][CH3:39])[S:19][C:20]=2[CH2:21][C:22]2[CH:23]=[CH:24][C:25]([S:28]([CH3:31])(=[O:30])=[O:29])=[CH:26][CH:27]=2)=[CH:12][CH:13]=1)=[O:33])([CH3:4])([CH3:2])[CH3:3]. Given the reactants [C:1]([O:5][C:6](=[O:33])[NH:7][C:8]1[CH:13]=[CH:12][C:11]([CH2:14][CH2:15][C:16]2[N:17]=[C:18]([NH2:32])[S:19][C:20]=2[CH2:21][C:22]2[CH:27]=[CH:26][C:25]([S:28]([CH3:31])(=[O:30])=[O:29])=[CH:24][CH:23]=2)=[CH:10][CH:9]=1)([CH3:4])([CH3:3])[CH3:2].Cl[C:35]([O:37][CH2:38][CH3:39])=[O:36], predict the reaction product. (3) Given the reactants [C:1]([C:5]1[N:6]=[C:7]([C:10]2[CH:11]=[C:12]([OH:16])[CH:13]=[CH:14][CH:15]=2)[O:8][CH:9]=1)([CH3:4])([CH3:3])[CH3:2].[Cl:17][C:18]1[CH:19]=[C:20]([N+:25]([O-:27])=[O:26])[CH:21]=[CH:22][C:23]=1F.C(=O)([O-])[O-].[K+].[K+], predict the reaction product. The product is: [C:1]([C:5]1[N:6]=[C:7]([C:10]2[CH:15]=[CH:14][CH:13]=[C:12]([O:16][C:23]3[CH:22]=[CH:21][C:20]([N+:25]([O-:27])=[O:26])=[CH:19][C:18]=3[Cl:17])[CH:11]=2)[O:8][CH:9]=1)([CH3:4])([CH3:2])[CH3:3]. (4) Given the reactants C([O:8]C1C=C2C(C=CN2)=CC=1)C1C=CC=CC=1.[C:18]([C:21]1[C:29]2[C:24](=[CH:25][CH:26]=[CH:27][CH:28]=2)[N:23]([CH2:30][C:31]([OH:33])=[O:32])[CH:22]=1)(=[O:20])[CH3:19], predict the reaction product. The product is: [C:18]([C:21]1[C:29]2[C:24](=[CH:25][C:26]([OH:8])=[CH:27][CH:28]=2)[N:23]([CH2:30][C:31]([OH:33])=[O:32])[CH:22]=1)(=[O:20])[CH3:19]. (5) Given the reactants [CH2:1]([O:3][C:4]1[CH:5]=[C:6]([CH:9]=[CH:10][C:11]=1[O:12][CH3:13])[CH:7]=O)[CH3:2].[CH2:14]([NH:18][OH:19])[CH2:15][CH2:16][CH3:17], predict the reaction product. The product is: [CH2:1]([O:3][C:4]1[CH:5]=[C:6]([CH:7]=[N+:18]([CH2:14][CH2:15][CH2:16][CH3:17])[O-:19])[CH:9]=[CH:10][C:11]=1[O:12][CH3:13])[CH3:2]. (6) The product is: [C:9]([CH2:11][C:12]([NH:6][C:5]1[CH:7]=[CH:8][C:2]([F:1])=[CH:3][CH:4]=1)=[O:13])#[N:10]. Given the reactants [F:1][C:2]1[CH:8]=[CH:7][C:5]([NH2:6])=[CH:4][CH:3]=1.[C:9]([CH2:11][C:12]([O-])=[O:13])#[N:10].CCN=C=NCCCN(C)C.C1C=CC2N(O)N=NC=2C=1.CCN(CC)CC, predict the reaction product. (7) The product is: [I:11][C:2]1[C:3]2[CH:10]=[CH:9][NH:8][C:4]=2[N:5]=[CH:6][N:7]=1. Given the reactants Cl[C:2]1[C:3]2[CH:10]=[CH:9][NH:8][C:4]=2[N:5]=[CH:6][N:7]=1.[IH:11], predict the reaction product. (8) Given the reactants [CH2:1]([N:8]1[CH2:13][CH2:12][C:11]([CH2:19][C:20]2[CH:25]=[CH:24][C:23]([O:26][CH3:27])=[CH:22][CH:21]=2)([C:14]([O:16]CC)=[O:15])[CH2:10][CH2:9]1)[C:2]1[CH:7]=[CH:6][CH:5]=[CH:4][CH:3]=1.[OH-].[Na+].Cl, predict the reaction product. The product is: [CH2:1]([N:8]1[CH2:13][CH2:12][C:11]([CH2:19][C:20]2[CH:25]=[CH:24][C:23]([O:26][CH3:27])=[CH:22][CH:21]=2)([C:14]([OH:16])=[O:15])[CH2:10][CH2:9]1)[C:2]1[CH:3]=[CH:4][CH:5]=[CH:6][CH:7]=1. (9) Given the reactants Cl.[Cl:2][C:3]1[CH:22]=[C:21]([Cl:23])[CH:20]=[CH:19][C:4]=1[CH2:5][NH:6][CH:7]1[CH2:11][CH2:10][N:9]([C:12]2[CH:17]=[CH:16][C:15](I)=[CH:14][N:13]=2)[CH2:8]1.[CH:24]#[C:25][CH3:26], predict the reaction product. The product is: [Cl:2][C:3]1[CH:22]=[C:21]([Cl:23])[CH:20]=[CH:19][C:4]=1[CH2:5][NH:6][C@H:7]1[CH2:11][CH2:10][N:9]([C:12]2[CH:17]=[CH:16][C:15]([C:24]#[C:25][CH3:26])=[CH:14][N:13]=2)[CH2:8]1.